From a dataset of Reaction yield outcomes from USPTO patents with 853,638 reactions. Predict the reaction yield, written as a fraction of the theoretical maximum amount of product (1.0 means a 100% yield; for example, 0.34 means a 34% yield). The reactants are [F:1][C:2]1[CH:9]=[CH:8][C:7]([F:10])=[CH:6][C:3]=1[CH:4]=O.[CH:11]([NH2:13])=[O:12].Cl[Si](C)(C)C.[C:19]1([CH3:28])[CH:24]=[CH:23][C:22]([S:25]([OH:27])=[O:26])=[CH:21][CH:20]=1. The catalyst is O.C(OC)(C)(C)C.C(#N)C.C1(C)C=CC=CC=1. The product is [F:1][C:2]1[CH:9]=[CH:8][C:7]([F:10])=[CH:6][C:3]=1[CH:4]([S:25]([C:22]1[CH:23]=[CH:24][C:19]([CH3:28])=[CH:20][CH:21]=1)(=[O:27])=[O:26])[NH:13][CH:11]=[O:12]. The yield is 0.790.